This data is from Reaction yield outcomes from USPTO patents with 853,638 reactions. The task is: Predict the reaction yield, written as a fraction of the theoretical maximum amount of product (1.0 means a 100% yield; for example, 0.34 means a 34% yield). The reactants are [OH:1][CH2:2][C@@H:3]1[N:7]([CH3:8])[C:6](=[O:9])[CH2:5][C@@H:4]1[C:10]1[CH:15]=[CH:14][CH:13]=[CH:12][CH:11]=1.C1C=CC(P(C2C=CC=CC=2)C2C=CC=CC=2)=CC=1.[Cl:35][C:36]1[CH:37]=[C:38](O)[CH:39]=[CH:40][CH:41]=1.CC(OC(/N=N/C(OC(C)C)=O)=O)C. The catalyst is C1COCC1. The product is [Cl:35][C:36]1[CH:41]=[C:40]([CH:39]=[CH:38][CH:37]=1)[O:1][CH2:2][C@@H:3]1[N:7]([CH3:8])[C:6](=[O:9])[CH2:5][C@@H:4]1[C:10]1[CH:15]=[CH:14][CH:13]=[CH:12][CH:11]=1. The yield is 0.230.